This data is from Catalyst prediction with 721,799 reactions and 888 catalyst types from USPTO. The task is: Predict which catalyst facilitates the given reaction. (1) Reactant: [CH3:1][O:2][C:3]1([O:26][CH3:27])[CH2:8][CH2:7][N:6]([C:9]2[CH:14]=[CH:13][C:12]([N:15]3[CH2:19][C@@H:18]([CH2:20][N:21]=[N+]=[N-])[O:17][C:16]3=[O:24])=[CH:11][CH:10]=2)[CH2:5][CH:4]1[F:25]. Product: [CH3:27][O:26][C:3]1([O:2][CH3:1])[CH2:8][CH2:7][N:6]([C:9]2[CH:14]=[CH:13][C:12]([N:15]3[CH2:19][C@H:18]([CH2:20][NH2:21])[O:17][C:16]3=[O:24])=[CH:11][CH:10]=2)[CH2:5][CH:4]1[F:25]. The catalyst class is: 153. (2) Reactant: Cl[C:2]1[N:3]=[C:4]([N:26]2[CH2:31][CH2:30][O:29][CH2:28][CH2:27]2)[C:5]2[S:10][C:9]([C:11]3[CH:25]=[CH:24][C:14]([NH:15][CH2:16][CH2:17][N:18]4[CH2:23][CH2:22][O:21][CH2:20][CH2:19]4)=[CH:13][CH:12]=3)=[CH:8][C:6]=2[N:7]=1.CC1(C)C(C)(C)OB([C:40]2[CH:41]=[N:42][C:43]([NH2:46])=[N:44][CH:45]=2)O1.CC([O-])=O.[K+]. Product: [O:29]1[CH2:30][CH2:31][N:26]([C:4]2[C:5]3[S:10][C:9]([C:11]4[CH:25]=[CH:24][C:14]([NH:15][CH2:16][CH2:17][N:18]5[CH2:23][CH2:22][O:21][CH2:20][CH2:19]5)=[CH:13][CH:12]=4)=[CH:8][C:6]=3[N:7]=[C:2]([C:40]3[CH:41]=[N:42][C:43]([NH2:46])=[N:44][CH:45]=3)[N:3]=2)[CH2:27][CH2:28]1. The catalyst class is: 745.